From a dataset of NCI-60 drug combinations with 297,098 pairs across 59 cell lines. Regression. Given two drug SMILES strings and cell line genomic features, predict the synergy score measuring deviation from expected non-interaction effect. Drug 1: CS(=O)(=O)CCNCC1=CC=C(O1)C2=CC3=C(C=C2)N=CN=C3NC4=CC(=C(C=C4)OCC5=CC(=CC=C5)F)Cl. Drug 2: CC(C)NC(=O)C1=CC=C(C=C1)CNNC.Cl. Cell line: ACHN. Synergy scores: CSS=26.4, Synergy_ZIP=-5.72, Synergy_Bliss=0.232, Synergy_Loewe=-14.7, Synergy_HSA=-2.02.